This data is from Catalyst prediction with 721,799 reactions and 888 catalyst types from USPTO. The task is: Predict which catalyst facilitates the given reaction. (1) Reactant: [CH3:1]OP(C(=[N+]=[N-])C(=O)C)(=O)OC.[CH3:13][C:14]([CH3:24])([CH2:17][O:18][CH:19]1[CH2:23][CH2:22][O:21][CH2:20]1)[CH:15]=O.C([O-])([O-])=O.[K+].[K+]. Product: [CH3:13][C:14]([CH3:24])([C:15]#[CH:1])[CH2:17][O:18][CH:19]1[CH2:23][CH2:22][O:21][CH2:20]1. The catalyst class is: 5. (2) The catalyst class is: 5. Reactant: [F:1][C:2]1[CH:7]=[CH:6][C:5]([F:8])=[CH:4][C:3]=1[C@@H:9]1[C@@H:14]([NH:15][C:16](=[O:18])[O-:17])[CH2:13][C:12](=O)[CH2:11][O:10]1.[CH3:20][S:21]([N:24]1[CH2:28][CH2:27][C:26]2([CH2:32][CH2:31][NH:30][CH2:29]2)[CH2:25]1)(=[O:23])=[O:22].[B][B][B][B][B][B][B][B][B][B]. Product: [C:3]([O:17][C:16](=[O:18])[NH:15][C@H:14]1[CH2:13][C@@H:12]([N:30]2[CH2:31][CH2:32][C:26]3([CH2:27][CH2:28][N:24]([S:21]([CH3:20])(=[O:22])=[O:23])[CH2:25]3)[CH2:29]2)[CH2:11][O:10][C@@H:9]1[C:3]1[CH:4]=[C:5]([F:8])[CH:6]=[CH:7][C:2]=1[F:1])([CH3:9])([CH3:4])[CH3:2]. (3) Reactant: [CH3:1][O:2][C:3]1[CH:4]=[C:5]([NH:10][C:11]2[N:16]=[C:15]([N:17]3[C:21]([CH3:22])=[CH:20][C:19]([C:23]([F:26])([F:25])[F:24])=[N:18]3)[C:14]([C:27]3[CH:28]=[C:29]([C:35](O)=[O:36])[C:30](=[O:34])[N:31]([CH3:33])[CH:32]=3)=[CH:13][N:12]=2)[CH:6]=[C:7]([CH3:9])[CH:8]=1.[CH3:38][S:39]([NH2:42])(=[O:41])=[O:40].C(N(CC)CC)C.[I-].ClC1C=CC=C[N+]=1C. The catalyst class is: 172. Product: [CH3:1][O:2][C:3]1[CH:4]=[C:5]([NH:10][C:11]2[N:16]=[C:15]([N:17]3[C:21]([CH3:22])=[CH:20][C:19]([C:23]([F:26])([F:24])[F:25])=[N:18]3)[C:14]([C:27]3[CH:28]=[C:29]([C:35]([NH:42][S:39]([CH3:38])(=[O:41])=[O:40])=[O:36])[C:30](=[O:34])[N:31]([CH3:33])[CH:32]=3)=[CH:13][N:12]=2)[CH:6]=[C:7]([CH3:9])[CH:8]=1. (4) Reactant: [C:1]([N:4]1[CH2:9][CH2:8][NH:7][CH2:6][CH2:5]1)(=[O:3])[CH3:2].[CH:10]12[O:16][CH:11]1[CH2:12][CH2:13][CH2:14][CH2:15]2. Product: [C:1]([N:4]1[CH2:9][CH2:8][NH:7][CH2:6][CH:5]1[C@@H:10]1[CH2:15][CH2:14][CH2:13][CH2:12][C@@H:11]1[OH:16])(=[O:3])[CH3:2]. The catalyst class is: 6. (5) Reactant: [F:1][C:2]1[CH:3]=[C:4]([CH:34]=[C:35]([F:37])[CH:36]=1)[CH2:5][C@H:6]1[C@@H:10]([C@H:11]2[CH2:15][C@@H:14]([O:16][CH2:17][CH:18]=[CH2:19])[CH2:13][N:12]2[CH:20]([C:27]2[CH:32]=[CH:31][CH:30]=[CH:29][CH:28]=2)[C:21]2[CH:26]=[CH:25][CH:24]=[CH:23][CH:22]=2)[O:9]C(=O)[NH:7]1.FC1C=C(C=C(F)C=1)C[C@H]1[C@@H]([C@H]2C[C@@H](OCC=C)CN2)OC(=O)N1.[Br-].C(=O)([O-])[O-].[K+].[K+]. Product: [CH2:17]([O:16][C@H:14]1[CH2:13][N:12]([CH:20]([C:27]2[CH:32]=[CH:31][CH:30]=[CH:29][CH:28]=2)[C:21]2[CH:26]=[CH:25][CH:24]=[CH:23][CH:22]=2)[C@@H:11]([C@@H:10]([OH:9])[C@@H:6]([NH2:7])[CH2:5][C:4]2[CH:34]=[C:35]([F:37])[CH:36]=[C:2]([F:1])[CH:3]=2)[CH2:15]1)[CH:18]=[CH2:19]. The catalyst class is: 10.